Dataset: Peptide-MHC class I binding affinity with 185,985 pairs from IEDB/IMGT. Task: Regression. Given a peptide amino acid sequence and an MHC pseudo amino acid sequence, predict their binding affinity value. This is MHC class I binding data. The peptide sequence is MTDEQIYAF. The binding affinity (normalized) is 0.734. The MHC is HLA-A32:01 with pseudo-sequence HLA-A32:01.